This data is from Catalyst prediction with 721,799 reactions and 888 catalyst types from USPTO. The task is: Predict which catalyst facilitates the given reaction. The catalyst class is: 8. Reactant: [C:1](/[N:3]=[C:4](\SC)/[NH:5][C:6]1[CH:11]=[CH:10][C:9]([S:12]([CH3:15])(=[O:14])=[O:13])=[CH:8][CH:7]=1)#[N:2].[NH2:18][NH2:19]. Product: [CH3:15][S:12]([C:9]1[CH:8]=[CH:7][C:6]([NH:5][C:4]2[N:3]=[C:1]([NH2:2])[NH:19][N:18]=2)=[CH:11][CH:10]=1)(=[O:13])=[O:14].